This data is from NCI-60 drug combinations with 297,098 pairs across 59 cell lines. The task is: Regression. Given two drug SMILES strings and cell line genomic features, predict the synergy score measuring deviation from expected non-interaction effect. (1) Synergy scores: CSS=32.1, Synergy_ZIP=-0.856, Synergy_Bliss=-2.54, Synergy_Loewe=-20.7, Synergy_HSA=-1.78. Cell line: TK-10. Drug 1: C(CN)CNCCSP(=O)(O)O. Drug 2: CC1CCCC2(C(O2)CC(NC(=O)CC(C(C(=O)C(C1O)C)(C)C)O)C(=CC3=CSC(=N3)C)C)C. (2) Drug 1: CN1CCC(CC1)COC2=C(C=C3C(=C2)N=CN=C3NC4=C(C=C(C=C4)Br)F)OC. Drug 2: C1=CN(C=N1)CC(O)(P(=O)(O)O)P(=O)(O)O. Cell line: RPMI-8226. Synergy scores: CSS=-5.38, Synergy_ZIP=3.70, Synergy_Bliss=3.25, Synergy_Loewe=-4.82, Synergy_HSA=-3.37.